Dataset: Forward reaction prediction with 1.9M reactions from USPTO patents (1976-2016). Task: Predict the product of the given reaction. (1) Given the reactants [C:1]1([CH:7]([NH2:10])[CH2:8][CH3:9])[CH:6]=[CH:5][CH:4]=[CH:3][CH:2]=1.Cl.C1(C(N)CC)C=CC=CC=1.[CH:22]1[N:27]=[C:26](Cl)[C:25]2[N:29]=[CH:30][N:31]([C@@H:32]3[O:36][C@H:35]([CH2:37][OH:38])[C@@H:34]([OH:39])[C@H:33]3[OH:40])[C:24]=2[N:23]=1.C(N(CC)CC)C, predict the reaction product. The product is: [C:1]1([CH:7]([NH:10][C:26]2[C:25]3[N:29]=[CH:30][N:31]([C:24]=3[N:23]=[CH:22][N:27]=2)[C@@H:32]2[O:36][C@H:35]([CH2:37][OH:38])[C@@H:34]([OH:39])[C@H:33]2[OH:40])[CH2:8][CH3:9])[CH:6]=[CH:5][CH:4]=[CH:3][CH:2]=1. (2) Given the reactants Cl.[NH:2]1[CH2:7][CH2:6][CH:5]([C:8]2[C:16]3[C:11](=[CH:12][CH:13]=[CH:14][CH:15]=3)[NH:10][CH:9]=2)[CH2:4][CH2:3]1.[F:17][C:18]1[CH:32]=[CH:31][C:30]([F:33])=[CH:29][C:19]=1[CH2:20][C:21]1[O:25][N:24]=[C:23]([C:26](O)=[O:27])[CH:22]=1.CN(C(ON1N=NC2C=CC=NC1=2)=[N+](C)C)C.F[P-](F)(F)(F)(F)F.C(N(CC)C(C)C)(C)C, predict the reaction product. The product is: [NH:10]1[C:11]2[C:16](=[CH:15][CH:14]=[CH:13][CH:12]=2)[C:8]([CH:5]2[CH2:6][CH2:7][N:2]([C:26]([C:23]3[CH:22]=[C:21]([CH2:20][C:19]4[CH:29]=[C:30]([F:33])[CH:31]=[CH:32][C:18]=4[F:17])[O:25][N:24]=3)=[O:27])[CH2:3][CH2:4]2)=[CH:9]1. (3) Given the reactants [NH2:1][C:2]1[CH:7]=[CH:6][C:5]([C:8]2[N:12]([CH3:13])[C:11]([C:14]#[N:15])=[CH:10][CH:9]=2)=[CH:4][CH:3]=1.[CH:16]([S:19](Cl)(=[O:21])=[O:20])([CH3:18])[CH3:17], predict the reaction product. The product is: [C:14]([C:11]1[N:12]([CH3:13])[C:8]([C:5]2[CH:6]=[CH:7][C:2]([NH:1][S:19]([CH:16]([CH3:18])[CH3:17])(=[O:21])=[O:20])=[CH:3][CH:4]=2)=[CH:9][CH:10]=1)#[N:15]. (4) Given the reactants CO[C:3]([C:5]1[CH:10]=[CH:9][C:8]([C:11]2[CH2:12][CH2:13][N:14]([C:17]([O:19][C:20]([CH3:23])([CH3:22])[CH3:21])=[O:18])[CH2:15][CH:16]=2)=[CH:7][CH:6]=1)=[O:4].[Li+].[OH-].[N+:26]([C:29]1[CH:30]=[C:31]([S:45]([NH2:48])(=[O:47])=[O:46])[CH:32]=[CH:33][C:34]=1[NH:35][CH2:36][CH2:37][S:38][C:39]1[CH:44]=[CH:43][CH:42]=[CH:41][CH:40]=1)([O-:28])=[O:27].CCN=C=NCCCN(C)C, predict the reaction product. The product is: [N+:26]([C:29]1[CH:30]=[C:31]([S:45]([NH:48][C:3]([C:5]2[CH:10]=[CH:9][C:8]([C:11]3[CH2:12][CH2:13][N:14]([C:17]([O:19][C:20]([CH3:23])([CH3:22])[CH3:21])=[O:18])[CH2:15][CH:16]=3)=[CH:7][CH:6]=2)=[O:4])(=[O:46])=[O:47])[CH:32]=[CH:33][C:34]=1[NH:35][CH2:36][CH2:37][S:38][C:39]1[CH:44]=[CH:43][CH:42]=[CH:41][CH:40]=1)([O-:28])=[O:27]. (5) Given the reactants [CH:1]12[CH2:10][CH:5]3[CH2:6][CH:7]([CH2:9][CH:3]([CH2:4]3)[CH:2]1[NH:11][C:12](=[O:15])[CH2:13]Cl)[CH2:8]2.[N:16]1[CH:21]=[CH:20][CH:19]=[CH:18][C:17]=1[CH2:22][N:23]1[CH2:28][CH2:27][NH:26][CH2:25][CH2:24]1.C([O-])([O-])=O.[K+].[K+], predict the reaction product. The product is: [CH:1]12[CH2:10][CH:5]3[CH2:6][CH:7]([CH2:9][CH:3]([CH2:4]3)[CH:2]1[NH:11][C:12](=[O:15])[CH2:13][N:26]1[CH2:27][CH2:28][N:23]([CH2:22][C:17]3[CH:18]=[CH:19][CH:20]=[CH:21][N:16]=3)[CH2:24][CH2:25]1)[CH2:8]2. (6) Given the reactants F[C:2](F)(F)[C:3]([OH:5])=[O:4].[S:8]1[CH:12]=[CH:11][C:10]([C:13]2[N:18]=[C:17]([CH2:19][NH:20][C@H:21]3[CH2:26][CH2:25][C@H:24]([NH:27][C:28]4[N:33]=[C:32](/[CH:34]=[C:35]5/[C:36](=[O:41])[NH:37][C:38](=[O:40])[S:39]/5)[CH:31]=[CH:30][N:29]=4)[CH2:23][CH2:22]3)[CH:16]=[CH:15][CH:14]=2)=[CH:9]1.CCN(C(C)C)C(C)C.Cl[C:52]([O:54][CH2:55]Cl)=[O:53], predict the reaction product. The product is: [C:3]([O:5][CH2:55][O:54][C:52](=[O:53])[N:20]([C@H:21]1[CH2:22][CH2:23][C@H:24]([NH:27][C:28]2[N:33]=[C:32](/[CH:34]=[C:35]3/[C:36](=[O:41])[NH:37][C:38](=[O:40])[S:39]/3)[CH:31]=[CH:30][N:29]=2)[CH2:25][CH2:26]1)[CH2:19][C:17]1[CH:16]=[CH:15][CH:14]=[C:13]([C:10]2[CH:11]=[CH:12][S:8][CH:9]=2)[N:18]=1)(=[O:4])[CH3:2].